Task: Predict the product of the given reaction.. Dataset: Forward reaction prediction with 1.9M reactions from USPTO patents (1976-2016) (1) The product is: [F:39][C:40]([F:53])([F:54])[C:41]1[CH:42]=[C:43]([CH:46]=[C:47]([C:49]([F:52])([F:50])[F:51])[CH:48]=1)[CH2:44][N:11]([C:12]1[N:13]=[N:14][N:15]([CH3:17])[N:16]=1)[C@H:10]1[CH2:9][CH2:8][CH2:7][N:6]([C:18]([O:20][CH2:21][C:22]2[CH:27]=[CH:26][CH:25]=[CH:24][CH:23]=2)=[O:19])[C:5]2[C:28]([CH3:30])=[CH:29][C:2]([CH3:1])=[CH:3][C:4]1=2. Given the reactants [CH3:1][C:2]1[CH:29]=[C:28]([CH3:30])[C:5]2[N:6]([C:18]([O:20][CH2:21][C:22]3[CH:27]=[CH:26][CH:25]=[CH:24][CH:23]=3)=[O:19])[CH2:7][CH2:8][CH2:9][C@H:10]([NH:11][C:12]3[N:13]=[N:14][N:15]([CH3:17])[N:16]=3)[C:4]=2[CH:3]=1.[H-].[Na+].CC(C)([O-])C.[K+].[F:39][C:40]([F:54])([F:53])[C:41]1[CH:42]=[C:43]([CH:46]=[C:47]([C:49]([F:52])([F:51])[F:50])[CH:48]=1)[CH2:44]Br, predict the reaction product. (2) Given the reactants [C:1]1([C:7]2[CH:8]=[CH:9][C:10]3[N:11]([C:20]4[CH:21]=[CH:22][C:23]5[N:24](S(C6C=CC=CC=6)(=O)=O)[C:25]6[C:30]([C:31]=5[CH:32]=4)=[CH:29][C:28]([N:33]4[C:45]5[CH:44]=[CH:43][C:42]([C:46]7[CH:51]=[CH:50][CH:49]=[CH:48][CH:47]=7)=[CH:41][C:40]=5[C:39]5[C:34]4=[CH:35][CH:36]=[CH:37][CH:38]=5)=[CH:27][CH:26]=6)[C:12]4[C:17]([C:18]=3[CH:19]=2)=[CH:16][CH:15]=[CH:14][CH:13]=4)[CH:6]=[CH:5][CH:4]=[CH:3][CH:2]=1.[OH-].[K+].Cl, predict the reaction product. The product is: [C:46]1([C:42]2[CH:43]=[CH:44][C:45]3[N:33]([C:28]4[CH:27]=[CH:26][C:25]5[NH:24][C:23]6[C:31]([C:30]=5[CH:29]=4)=[CH:32][C:20]([N:11]4[C:10]5[CH:9]=[CH:8][C:7]([C:1]7[CH:2]=[CH:3][CH:4]=[CH:5][CH:6]=7)=[CH:19][C:18]=5[C:17]5[C:12]4=[CH:13][CH:14]=[CH:15][CH:16]=5)=[CH:21][CH:22]=6)[C:34]4[C:39]([C:40]=3[CH:41]=2)=[CH:38][CH:37]=[CH:36][CH:35]=4)[CH:51]=[CH:50][CH:49]=[CH:48][CH:47]=1.